Dataset: Full USPTO retrosynthesis dataset with 1.9M reactions from patents (1976-2016). Task: Predict the reactants needed to synthesize the given product. (1) Given the product [F:2][C:3]1([F:10])[CH2:8][CH2:7][CH:6]([N:9]2[CH2:18][CH2:19][NH:20][C:21]2=[O:22])[CH2:5][CH2:4]1, predict the reactants needed to synthesize it. The reactants are: Cl.[F:2][C:3]1([F:10])[CH2:8][CH2:7][CH:6]([NH2:9])[CH2:5][CH2:4]1.C([O-])([O-])=O.[Na+].[Na+].Cl[CH2:18][CH2:19][N:20]=[C:21]=[O:22].[H-].[Na+]. (2) The reactants are: C1C(=O)N([Cl:8])C(=O)C1.[Br:9][C:10]1[CH:11]=[C:12]2[C:17](=[CH:18][CH:19]=1)[CH:16]=[C:15]([C:20]1[NH:24][C:23]([C@@H:25]3[CH2:29][C@H:28]([CH3:30])[CH2:27][N:26]3[C:31]([O:33][C:34]([CH3:37])([CH3:36])[CH3:35])=[O:32])=[N:22][CH:21]=1)[CH:14]=[CH:13]2. Given the product [Br:9][C:10]1[CH:11]=[C:12]2[C:17](=[CH:18][CH:19]=1)[CH:16]=[C:15]([C:20]1[N:24]=[C:23]([C@@H:25]3[CH2:29][C@H:28]([CH3:30])[CH2:27][N:26]3[C:31]([O:33][C:34]([CH3:36])([CH3:35])[CH3:37])=[O:32])[NH:22][C:21]=1[Cl:8])[CH:14]=[CH:13]2, predict the reactants needed to synthesize it. (3) Given the product [C:1]1([CH:21]([N:10]2[CH2:11][CH2:12][C:13]3[C:18](=[CH:17][CH:16]=[CH:15][CH:14]=3)[CH2:9]2)[C:20]([OH:24])=[O:23])[CH2:5][CH2:4][CH2:3][CH:2]=1, predict the reactants needed to synthesize it. The reactants are: [C:1]1(B(O)O)[CH2:5][CH2:4][CH2:3][CH:2]=1.[CH2:9]1[C:18]2[C:13](=[CH:14][CH:15]=[CH:16][CH:17]=2)[CH2:12][CH2:11][NH:10]1.O.[C:20]([OH:24])(=[O:23])[CH:21]=O.C(N(CC)C(C)C)(C)C. (4) Given the product [CH2:7]([O:6][P:4]([N:9]1[CH2:22][CH2:21][CH2:20][NH:19][CH2:18][CH2:17][NH:16][CH2:15][CH2:14][CH2:13][NH:12][CH2:11][CH2:10]1)([O:3][CH2:1][CH3:2])=[O:5])[CH3:8], predict the reactants needed to synthesize it. The reactants are: [CH2:1]([O:3][P:4]([N:9]1[CH2:22][CH2:21][CH2:20][N:19](P(OCC)(OCC)=O)[CH2:18][CH2:17][N:16](P(OCC)(OCC)=O)[CH2:15][CH2:14][CH2:13][NH:12][CH2:11][CH2:10]1)([O:6][CH2:7][CH3:8])=[O:5])[CH3:2].C([O-])([O-])=O.[K+].[K+].BrCC1C=CC(CBr)=CC=1. (5) Given the product [CH3:1][O:2][C:3](=[O:14])[CH2:4][O:5][C:6]1[CH:11]=[CH:10][C:9]([F:12])=[C:8]2[C:7]=1[C:17](=[O:16])[C:18]([CH2:23][C:24]1[CH:25]=[CH:26][C:27]([S:30]([CH2:33][CH3:34])(=[O:31])=[O:32])=[CH:28][CH:29]=1)=[C:19]([CH2:20][CH3:21])[NH:13]2, predict the reactants needed to synthesize it. The reactants are: [CH3:1][O:2][C:3](=[O:14])[CH2:4][O:5][C:6]1[CH:11]=[CH:10][C:9]([F:12])=[C:8]([NH2:13])[CH:7]=1.C[O:16][C:17](=O)[CH:18]([CH2:23][C:24]1[CH:29]=[CH:28][C:27]([S:30]([CH2:33][CH3:34])(=[O:32])=[O:31])=[CH:26][CH:25]=1)[C:19](=O)[CH2:20][CH3:21].O1CCOCC1. (6) Given the product [CH3:26][O:25][C:22]1[CH:23]=[C:24]2[C:19](=[CH:20][C:21]=1[O:27][CH3:28])[N:18]=[CH:17][CH:16]=[C:15]2[O:13][C:5]1[CH:4]=[CH:3][C:2]([I:1])=[CH:12][C:6]=1[C:7]([O:9][CH2:10][CH3:11])=[O:8], predict the reactants needed to synthesize it. The reactants are: [I:1][C:2]1[CH:12]=[C:6]([C:7]([O:9][CH2:10][CH3:11])=[O:8])[C:5]([OH:13])=[CH:4][CH:3]=1.Cl[C:15]1[C:24]2[C:19](=[CH:20][C:21]([O:27][CH3:28])=[C:22]([O:25][CH3:26])[CH:23]=2)[N:18]=[CH:17][CH:16]=1. (7) Given the product [Br:1][C:2]1[CH:17]=[CH:16][C:5]2[N:6]=[C:7]([C:9]3[CH:10]=[C:11]([NH:12][S:31]([CH3:30])(=[O:33])=[O:32])[CH:13]=[CH:14][CH:15]=3)[O:8][C:4]=2[CH:3]=1, predict the reactants needed to synthesize it. The reactants are: [Br:1][C:2]1[CH:17]=[CH:16][C:5]2[N:6]=[C:7]([C:9]3[CH:10]=[C:11]([CH:13]=[CH:14][CH:15]=3)[NH2:12])[O:8][C:4]=2[CH:3]=1.C(N(CC)CC)C.O1CCCC1.[CH3:30][S:31](Cl)(=[O:33])=[O:32]. (8) Given the product [CH:1]1([C:4]([C:6]2[CH:11]=[CH:10][CH:9]=[C:8]([CH:12]([CH3:13])[CH3:14])[C:7]=2[OH:15])=[O:5])[CH2:2][CH2:3]1, predict the reactants needed to synthesize it. The reactants are: [CH:1]1([C:4]([C:6]2[CH:11]=[CH:10][CH:9]=[C:8]([CH:12]([CH3:14])[CH3:13])[C:7]=2[O:15]C2CCCCO2)=[O:5])[CH2:3][CH2:2]1.Cl.CO. (9) Given the product [N:36]1([C:19](=[O:21])[CH2:18][CH2:17][CH2:16][CH2:15][NH:14][C:12]([C:9]2[CH:8]=[C:7]([C:1]3[CH:2]=[CH:3][CH:4]=[CH:5][CH:6]=3)[O:11][N:10]=2)=[O:13])[CH2:35][CH2:34][CH2:31]1, predict the reactants needed to synthesize it. The reactants are: [C:1]1([C:7]2[O:11][N:10]=[C:9]([C:12]([NH:14][CH2:15][CH2:16][CH2:17][CH2:18][C:19]([OH:21])=O)=[O:13])[CH:8]=2)[CH:6]=[CH:5][CH:4]=[CH:3][CH:2]=1.CN(C(ON1N=NC2C=[CH:34][CH:35]=[N:36][C:31]1=2)=[N+](C)C)C.F[P-](F)(F)(F)(F)F.Cl.N1CCC1.CCN(C(C)C)C(C)C.